This data is from Catalyst prediction with 721,799 reactions and 888 catalyst types from USPTO. The task is: Predict which catalyst facilitates the given reaction. (1) The catalyst class is: 38. Reactant: [Br:1][C:2]1[N:3]=[C:4]([C@@H:8]2[CH2:12][CH2:11][CH2:10][N:9]2[C:13]([O:15][C:16]([CH3:19])([CH3:18])[CH3:17])=[O:14])[NH:5][C:6]=1Br.[O-]S([O-])=O.[Na+].[Na+]. Product: [Br:1][C:2]1[NH:3][C:4]([C@@H:8]2[CH2:12][CH2:11][CH2:10][N:9]2[C:13]([O:15][C:16]([CH3:19])([CH3:18])[CH3:17])=[O:14])=[N:5][CH:6]=1. (2) Reactant: [NH2:1][C:2]1[CH:6]=[CH:5][NH:4][C:3]=1[C:7]([O:9][CH2:10][CH3:11])=[O:8].[N:12]1[C:20]2[CH:19]=[CH:18][N:17]=[CH:16][C:15]=2[NH:14][C:13]=1[S:21][C:22]1[O:26][C:25]([CH:27]=O)=[CH:24][CH:23]=1.[C:29]1(=O)[CH2:34][CH2:33][CH2:32][C:31](=[O:35])[CH2:30]1. Product: [CH2:10]([O:9][C:7]([C:3]1[NH:4][CH:5]=[C:6]2[CH:27]([C:25]3[O:26][C:22]([S:21][C:13]4[NH:14][C:15]5[CH:16]=[N:17][CH:18]=[CH:19][C:20]=5[N:12]=4)=[CH:23][CH:24]=3)[C:30]3[C:31](=[O:35])[CH2:32][CH2:33][CH2:34][C:29]=3[NH:1][C:2]=12)=[O:8])[CH3:11]. The catalyst class is: 51. (3) Reactant: S(Cl)(Cl)(=O)=O.O=[C:7]([CH2:14][C:15]([O:17][CH2:18][CH3:19])=[O:16])[CH2:8][C:9]([O:11][CH2:12][CH3:13])=[O:10].[C:20](=[S:23])([NH2:22])[CH3:21]. Product: [CH2:12]([O:11][C:9](=[O:10])[CH2:8][C:7]1[N:22]=[C:20]([CH3:21])[S:23][C:14]=1[C:15]([O:17][CH2:18][CH3:19])=[O:16])[CH3:13]. The catalyst class is: 14. (4) Reactant: [Br:1][C:2]1[N:3]=[C:4]([C:7]([OH:9])=O)[S:5][CH:6]=1.CN(C=O)C.C(Cl)(=O)C(Cl)=O.Cl.[NH2:22][C:23]1[CH:28]=[CH:27][CH:26]=[CH:25][C:24]=1[CH2:29][C:30]([O:32][CH3:33])=[O:31].CCN(C(C)C)C(C)C. Product: [Br:1][C:2]1[N:3]=[C:4]([C:7]([NH:22][C:23]2[CH:28]=[CH:27][CH:26]=[CH:25][C:24]=2[CH2:29][C:30]([O:32][CH3:33])=[O:31])=[O:9])[S:5][CH:6]=1. The catalyst class is: 2. (5) Reactant: [O:1]=[C:2]1[N:6]([C:7]2[CH:12]=[CH:11][CH:10]=[CH:9][N:8]=2)[CH2:5][CH2:4][N:3]1[CH2:13][C:14]([OH:16])=O.[NH2:17][C:18]1[CH:19]=[C:20]2[C:33](=[CH:34][CH:35]=1)[CH2:32][C:22]1([C:30]3[C:25](=[N:26][CH:27]=[CH:28][CH:29]=3)[NH:24][C:23]1=[O:31])[CH2:21]2.C(Cl)CCl.C1C=CC2N(O)N=NC=2C=1.C(N(CC)C(C)C)(C)C. Product: [O:1]=[C:2]1[N:6]([C:7]2[CH:12]=[CH:11][CH:10]=[CH:9][N:8]=2)[CH2:5][CH2:4][N:3]1[CH2:13][C:14]([NH:17][C:18]1[CH:19]=[C:20]2[C:33](=[CH:34][CH:35]=1)[CH2:32][C:22]1([C:30]3[C:25](=[N:26][CH:27]=[CH:28][CH:29]=3)[NH:24][C:23]1=[O:31])[CH2:21]2)=[O:16]. The catalyst class is: 3.